From a dataset of Experimentally validated miRNA-target interactions with 360,000+ pairs, plus equal number of negative samples. Binary Classification. Given a miRNA mature sequence and a target amino acid sequence, predict their likelihood of interaction. The miRNA is cel-miR-42-3p with sequence UCACCGGGUUAACAUCUACAGA. The protein sequence of the target gene is MVSSFAGIREIEKLRHKEVNKSQQGTGPGLEPRGSNSRTSATSSGTKRQLHRVLRGQWLSSSAPVSSAEPKASHLCIQGLSSSPIHHQGPVILPVDARLSLDVSVPEQRCSSYYLGRLWPQKYLVSSHSVKWN. Result: 0 (no interaction).